From a dataset of Peptide-MHC class I binding affinity with 185,985 pairs from IEDB/IMGT. Regression. Given a peptide amino acid sequence and an MHC pseudo amino acid sequence, predict their binding affinity value. This is MHC class I binding data. (1) The peptide sequence is RVDEIILFH. The MHC is HLA-A03:01 with pseudo-sequence HLA-A03:01. The binding affinity (normalized) is 0.603. (2) The peptide sequence is RNYVPCHIR. The MHC is HLA-A11:01 with pseudo-sequence HLA-A11:01. The binding affinity (normalized) is 0.228.